This data is from Peptide-MHC class I binding affinity with 185,985 pairs from IEDB/IMGT. The task is: Regression. Given a peptide amino acid sequence and an MHC pseudo amino acid sequence, predict their binding affinity value. This is MHC class I binding data. (1) The peptide sequence is FHRKKTDAL. The MHC is HLA-B15:01 with pseudo-sequence HLA-B15:01. The binding affinity (normalized) is 0.0847. (2) The peptide sequence is SRWRIRSGL. The MHC is HLA-A31:01 with pseudo-sequence HLA-A31:01. The binding affinity (normalized) is 0.0847. (3) The peptide sequence is DSVKSILKWH. The MHC is HLA-A03:01 with pseudo-sequence HLA-A03:01. The binding affinity (normalized) is 0. (4) The peptide sequence is VDINRNNKF. The MHC is HLA-A02:02 with pseudo-sequence HLA-A02:02. The binding affinity (normalized) is 0.0397.